From a dataset of Catalyst prediction with 721,799 reactions and 888 catalyst types from USPTO. Predict which catalyst facilitates the given reaction. Reactant: [NH2:1][CH2:2][C:3]1[CH:8]=[CH:7][C:6]([C:9]([NH:11][C:12]2[CH:17]=[CH:16][CH:15]=[CH:14][C:13]=2[C:18](=[O:27])[NH:19][C:20]2[CH:25]=[CH:24][C:23]([Cl:26])=[CH:22][N:21]=2)=[O:10])=[CH:5][CH:4]=1.I.CS[C:31]1[NH:32][CH2:33][CH2:34][N:35]=1.C(N(CC)CC)C. Product: [Cl:26][C:23]1[CH:24]=[CH:25][C:20]([NH:19][C:18]([C:13]2[CH:14]=[CH:15][CH:16]=[CH:17][C:12]=2[NH:11][C:9]([C:6]2[CH:5]=[CH:4][C:3]([CH2:2][NH:1][C:31]3[NH:35][CH2:34][CH2:33][N:32]=3)=[CH:8][CH:7]=2)=[O:10])=[O:27])=[N:21][CH:22]=1. The catalyst class is: 3.